Dataset: Forward reaction prediction with 1.9M reactions from USPTO patents (1976-2016). Task: Predict the product of the given reaction. (1) Given the reactants [F:1][C:2]1[CH:7]=[CH:6][CH:5]=[CH:4][C:3]=1[C:8]1[C:9](=[O:23])[C:10]([C:15]2[CH:20]=[CH:19][CH:18]=[C:17]([O:21][CH3:22])[CH:16]=2)=[C:11]([CH3:14])[C:12]=1O.[NH2:24][NH2:25], predict the reaction product. The product is: [CH3:22][O:21][C:17]1[CH:16]=[C:15]([C:10]2[C:9](=[O:23])[NH:24][N:25]=[C:12]([CH2:8][C:3]3[CH:4]=[CH:5][CH:6]=[CH:7][C:2]=3[F:1])[C:11]=2[CH3:14])[CH:20]=[CH:19][CH:18]=1. (2) The product is: [NH:1]([C:8]([O:10][C:11]([CH3:14])([CH3:13])[CH3:12])=[O:9])[CH2:2][CH2:3][C:4]([OH:5])=[O:29].[CH:22]1[NH:21][C:20]2[C:19]([N:27]=[CH:26][NH:25][C:24]=2[N:23]=1)=[S:18]. Given the reactants [NH:1]([C:8]([O:10][C:11]([CH3:14])([CH3:13])[CH3:12])=[O:9])[CH2:2][CH2:3][C:4](CCl)=[O:5].[Na+].[I-].O.[SH:18][C:19]1[N:27]=[CH:26][N:25]=[C:24]2[C:20]=1[NH:21][CH:22]=[N:23]2.C([O-])([O-])=[O:29].[Ca+2], predict the reaction product. (3) The product is: [ClH:35].[ClH:35].[F:1][C:2]1[N:7]=[C:6]([C:8]2[C:9](=[O:34])[NH:10][C:11](=[O:33])[N:12]([CH2:14][CH2:15][CH2:16][N:17]3[CH2:22][C@H:21]4[C@:19]([C:23]5[CH:28]=[CH:27][C:26]([C:29]([F:32])([F:31])[F:30])=[CH:25][CH:24]=5)([CH2:20]4)[CH2:18]3)[CH:13]=2)[CH:5]=[CH:4][CH:3]=1. Given the reactants [F:1][C:2]1[N:7]=[C:6]([C:8]2[C:9](=[O:34])[NH:10][C:11](=[O:33])[N:12]([CH2:14][CH2:15][CH2:16][N:17]3[CH2:22][C@H:21]4[C@:19]([C:23]5[CH:28]=[CH:27][C:26]([C:29]([F:32])([F:31])[F:30])=[CH:25][CH:24]=5)([CH2:20]4)[CH2:18]3)[CH:13]=2)[CH:5]=[CH:4][CH:3]=1.[ClH:35], predict the reaction product. (4) Given the reactants Cl[C:2]1[CH:11]=[CH:10][C:9]2[C:4](=[CH:5][CH:6]=[C:7]([OH:12])[CH:8]=2)[N:3]=1.B([C:16]1[CH:24]=[CH:23][C:19]([C:20]([OH:22])=[O:21])=[C:18]([F:25])[CH:17]=1)(O)O, predict the reaction product. The product is: [F:25][C:18]1[CH:17]=[C:16]([C:2]2[CH:11]=[CH:10][C:9]3[C:4](=[CH:5][CH:6]=[C:7]([OH:12])[CH:8]=3)[N:3]=2)[CH:24]=[CH:23][C:19]=1[C:20]([OH:22])=[O:21]. (5) Given the reactants [C:1]([O:5][C@@H:6]([C:12]1[C:36]([CH3:37])=[CH:35][C:15]2[N:16]=[C:17]([C:19]3[CH:24]=[CH:23][N:22]=[C:21]([N:25]4[CH2:33][C:32]5[CH:31]=[CH:30][N:29]=[CH:28][C:27]=5[C:26]4=[O:34])[CH:20]=3)[S:18][C:14]=2[C:13]=1[C:38]1[CH:43]=[CH:42][C:41]([Cl:44])=[CH:40][CH:39]=1)[C:7]([O:9]CC)=[O:8])([CH3:4])([CH3:3])[CH3:2].C(I)C, predict the reaction product. The product is: [C:1]([O:5][C@@H:6]([C:12]1[C:36]([CH3:37])=[CH:35][C:15]2[N:16]=[C:17]([C:19]3[CH:24]=[CH:23][N:22]=[C:21]([N:25]4[CH2:33][C:32]5[CH:31]=[CH:30][N:29]=[CH:28][C:27]=5[C:26]4=[O:34])[CH:20]=3)[S:18][C:14]=2[C:13]=1[C:38]1[CH:39]=[CH:40][C:41]([Cl:44])=[CH:42][CH:43]=1)[C:7]([OH:9])=[O:8])([CH3:4])([CH3:2])[CH3:3]. (6) Given the reactants Cl[C:2]1[C:11]2[C:6](=[CH:7][CH:8]=[C:9]([CH3:12])[CH:10]=2)[N:5]=[C:4]([N:13]2[CH2:19][C:18]3[CH:20]=[CH:21][CH:22]=[CH:23][C:17]=3[S:16](=[O:25])(=[O:24])[CH2:15][CH2:14]2)[CH:3]=1.[NH2:26][CH2:27][CH2:28][C:29]1([NH:33]CC2C=CC=CC=2)[CH2:32][O:31][CH2:30]1, predict the reaction product. The product is: [NH2:33][C:29]1([CH2:28][CH2:27][NH:26][C:2]2[C:11]3[C:6](=[CH:7][CH:8]=[C:9]([CH3:12])[CH:10]=3)[N:5]=[C:4]([N:13]3[CH2:19][C:18]4[CH:20]=[CH:21][CH:22]=[CH:23][C:17]=4[S:16](=[O:25])(=[O:24])[CH2:15][CH2:14]3)[CH:3]=2)[CH2:32][O:31][CH2:30]1. (7) Given the reactants [NH2:1][C:2]1[CH:7]=[CH:6][C:5]([CH:8]2[CH2:13][CH2:12][N:11]([C:14](=[O:16])[CH3:15])[CH2:10][CH2:9]2)=[CH:4][CH:3]=1.C1C(=O)N([Br:24])C(=O)C1, predict the reaction product. The product is: [NH2:1][C:2]1[CH:7]=[CH:6][C:5]([CH:8]2[CH2:13][CH2:12][N:11]([C:14](=[O:16])[CH3:15])[CH2:10][CH2:9]2)=[CH:4][C:3]=1[Br:24]. (8) Given the reactants S(Cl)(Cl)=O.NC(C1C=CC=CC=1)CC(O)=O.C(N(CC)CC)C.NC(C1C=CC=CC=1)CC(OC)=O.C1C2C(=CC=CC=2)C=CC=1S(Cl)(=O)=O.[Li+].[OH-].[CH:53]1[C:62]2[C:57](=[CH:58][CH:59]=[CH:60][CH:61]=2)[CH:56]=[CH:55][C:54]=1[S:63]([NH:66][CH:67]([C:73]1[CH:78]=[CH:77][CH:76]=[CH:75][CH:74]=1)[CH2:68][C:69]([O:71]C)=[O:70])(=[O:65])=[O:64], predict the reaction product. The product is: [CH:53]1[C:62]2[C:57](=[CH:58][CH:59]=[CH:60][CH:61]=2)[CH:56]=[CH:55][C:54]=1[S:63]([NH:66][CH:67]([C:73]1[CH:78]=[CH:77][CH:76]=[CH:75][CH:74]=1)[CH2:68][C:69]([OH:71])=[O:70])(=[O:64])=[O:65].